This data is from CYP3A4 inhibition data for predicting drug metabolism from PubChem BioAssay. The task is: Regression/Classification. Given a drug SMILES string, predict its absorption, distribution, metabolism, or excretion properties. Task type varies by dataset: regression for continuous measurements (e.g., permeability, clearance, half-life) or binary classification for categorical outcomes (e.g., BBB penetration, CYP inhibition). Dataset: cyp3a4_veith. (1) The compound is CC(C)=CCC/C(C)=C/CO/N=C1/C[C@@H](O)[C@@H](O)[C@H]2[C@@H]1CC[C@@H]1C(=O)N(C(C)(C)C)C(=O)[C@H]12. The result is 0 (non-inhibitor). (2) The molecule is COc1ccccc1CNc1nc(-c2ccc3c(c2)OCO3)nc2ccccc12. The result is 1 (inhibitor). (3) The result is 1 (inhibitor). The molecule is COCCNc1ncncc1-c1c(C)noc1C. (4) The drug is O=C(O)C[C@H](S)C(=O)O. The result is 0 (non-inhibitor). (5) The compound is Cc1ncc([N+](=O)[O-])n1C[C@H](O)CCl. The result is 0 (non-inhibitor). (6) The drug is O=C(NNC(=O)c1ccccc1-n1cccc1)c1ccccc1. The result is 0 (non-inhibitor).